This data is from Catalyst prediction with 721,799 reactions and 888 catalyst types from USPTO. The task is: Predict which catalyst facilitates the given reaction. (1) Reactant: Br[C:2]1[CH:7]=[CH:6][N:5]2[C:8]([CH2:14][O:15][CH:16]3[CH2:21][CH2:20][CH2:19][CH2:18][CH2:17]3)=[C:9]([CH:11]([CH3:13])[CH3:12])[N:10]=[C:4]2[CH:3]=1.[C:22]([NH2:30])(=[O:29])[C:23]1[CH:28]=[CH:27][CH:26]=[CH:25][CH:24]=1.C(=O)([O-])[O-].[Cs+].[Cs+].C(=O)([O-])O.[Na+]. Product: [CH:16]1([O:15][CH2:14][C:8]2[N:5]3[CH:6]=[CH:7][C:2]([NH:30][C:22](=[O:29])[C:23]4[CH:28]=[CH:27][CH:26]=[CH:25][CH:24]=4)=[CH:3][C:4]3=[N:10][C:9]=2[CH:11]([CH3:13])[CH3:12])[CH2:21][CH2:20][CH2:19][CH2:18][CH2:17]1. The catalyst class is: 160. (2) The catalyst class is: 8. Product: [Cl:1][C:2]1[CH:3]=[C:4]([C:19]#[CH:20])[CH:5]=[C:6]2[C:11]=1[O:10][CH:9]([C:12]([F:14])([F:15])[F:13])[C:8]([C:16]([O-:18])=[O:17])=[CH:7]2.[Na+:22]. Reactant: [Cl:1][C:2]1[CH:3]=[C:4]([C:19]#[CH:20])[CH:5]=[C:6]2[C:11]=1[O:10][CH:9]([C:12]([F:15])([F:14])[F:13])[C:8]([C:16]([OH:18])=[O:17])=[CH:7]2.[OH-].[Na+:22]. (3) Reactant: [I:1][C:2]1[CH:3]=[N:4][NH:5][CH:6]=1.[C:7]1([C:13](Cl)([C:20]2[CH:25]=[CH:24][CH:23]=[CH:22][CH:21]=2)[C:14]2[CH:19]=[CH:18][CH:17]=[CH:16][CH:15]=2)[CH:12]=[CH:11][CH:10]=[CH:9][CH:8]=1.C(N(CC)CC)C. The catalyst class is: 3. Product: [C:13]([N:4]1[CH:3]=[C:2]([I:1])[CH:6]=[N:5]1)([C:7]1[CH:12]=[CH:11][CH:10]=[CH:9][CH:8]=1)([C:20]1[CH:21]=[CH:22][CH:23]=[CH:24][CH:25]=1)[C:14]1[CH:15]=[CH:16][CH:17]=[CH:18][CH:19]=1. (4) The catalyst class is: 21. Product: [OH:1][C:2]1[C:3]([C:9](=[O:11])[CH3:10])=[C:4]([O:8][CH2:19][C:20]([O:22][CH3:23])=[O:21])[CH:5]=[CH:6][CH:7]=1. Reactant: [OH:1][C:2]1[CH:7]=[CH:6][CH:5]=[C:4]([OH:8])[C:3]=1[C:9](=[O:11])[CH3:10].C(=O)([O-])[O-].[K+].[K+].Br[CH2:19][C:20]([O:22][CH3:23])=[O:21].O. (5) Reactant: [O:1]1[CH:5]=[CH:4][CH:3]=[C:2]1[C:6](Cl)=[O:7].[O:9]([CH:17]([CH:34]1[CH2:39][CH2:38][CH2:37][CH2:36][CH2:35]1)[CH2:18][CH2:19][N:20]1[CH2:25][CH2:24][CH:23]([NH:26][C:27]2[CH:32]=[CH:31][C:30]([CH3:33])=[CH:29][N:28]=2)[CH2:22][CH2:21]1)[Si:10]([C:13]([CH3:16])([CH3:15])[CH3:14])([CH3:12])[CH3:11].C(N(CC)CC)C. Product: [O:9]([CH:17]([CH:34]1[CH2:35][CH2:36][CH2:37][CH2:38][CH2:39]1)[CH2:18][CH2:19][N:20]1[CH2:25][CH2:24][CH:23]([N:26]([C:27]2[CH:32]=[CH:31][C:30]([CH3:33])=[CH:29][N:28]=2)[C:6]([C:2]2[O:1][CH:5]=[CH:4][CH:3]=2)=[O:7])[CH2:22][CH2:21]1)[Si:10]([C:13]([CH3:16])([CH3:14])[CH3:15])([CH3:11])[CH3:12]. The catalyst class is: 2. (6) Reactant: [Br:1][CH2:2][C:3]([C:5]1[CH:10]=[CH:9][C:8]([OH:11])=[CH:7][CH:6]=1)=O.[NH2:12][N:13]1[C:17]([C:18]2[CH:23]=[CH:22][C:21]([Cl:24])=[CH:20][CH:19]=2)=[N:16][N:15]=[C:14]1[SH:25]. Product: [BrH:1].[Cl:24][C:21]1[CH:20]=[CH:19][C:18]([C:17]2[N:13]3[C:14]([S:25][CH2:2][C:3]([C:5]4[CH:10]=[CH:9][C:8]([OH:11])=[CH:7][CH:6]=4)=[N:12]3)=[N:15][N:16]=2)=[CH:23][CH:22]=1. The catalyst class is: 32. (7) Reactant: [F:1][C:2]1[CH:11]=[C:10]2[C:5]([C:6]([NH:19]CC3C=CC(OC)=CC=3)=[C:7]([CH3:18])[C:8]([C:12]3[CH:17]=[CH:16][CH:15]=[CH:14][N:13]=3)=[N:9]2)=[CH:4][CH:3]=1.FC(F)(F)C(O)=O. Product: [F:1][C:2]1[CH:11]=[C:10]2[C:5]([C:6]([NH2:19])=[C:7]([CH3:18])[C:8]([C:12]3[CH:17]=[CH:16][CH:15]=[CH:14][N:13]=3)=[N:9]2)=[CH:4][CH:3]=1. The catalyst class is: 2.